Dataset: Catalyst prediction with 721,799 reactions and 888 catalyst types from USPTO. Task: Predict which catalyst facilitates the given reaction. (1) Reactant: [NH2:1][C:2]1[N:10]=[CH:9][CH:8]=[CH:7][C:3]=1[C:4]([OH:6])=O.ON1C2C=CC=CC=2N=N1.CCN=C=NCCCN(C)C.[F:32][C:33]1[CH:47]=[CH:46][C:36]([O:37][C:38]2[CH:39]=[C:40]([CH:43]=[CH:44][CH:45]=2)[CH2:41][NH2:42])=[CH:35][CH:34]=1.C(=O)(O)[O-].[Na+]. The catalyst class is: 3. Product: [F:32][C:33]1[CH:47]=[CH:46][C:36]([O:37][C:38]2[CH:39]=[C:40]([CH2:41][NH:42][C:4](=[O:6])[C:3]3[CH:7]=[CH:8][CH:9]=[N:10][C:2]=3[NH2:1])[CH:43]=[CH:44][CH:45]=2)=[CH:35][CH:34]=1. (2) Reactant: [C:1]1([C:7]2([C:13]([OH:15])=[O:14])[CH2:12][CH2:11][NH:10][CH2:9][CH2:8]2)[CH:6]=[CH:5][CH:4]=[CH:3][CH:2]=1.Cl[C:17]1[C:18]2[C:25]([CH3:26])=[CH:24][NH:23][C:19]=2[N:20]=[CH:21][N:22]=1.C(N(CC)CC)C. Product: [CH3:26][C:25]1[C:18]2[CH:17]([N:10]3[CH2:9][CH2:8][C:7]([C:1]4[CH:2]=[CH:3][CH:4]=[CH:5][CH:6]=4)([C:13]([OH:15])=[O:14])[CH2:12][CH2:11]3)[NH:22][CH:21]=[N:20][C:19]=2[NH:23][CH:24]=1. The catalyst class is: 32.